Dataset: Forward reaction prediction with 1.9M reactions from USPTO patents (1976-2016). Task: Predict the product of the given reaction. (1) Given the reactants [CH3:1][N:2]([C:10]1[CH:15]=[CH:14][C:13]([N+:16]([O-])=O)=[CH:12][CH:11]=1)[C:3](=[O:9])[O:4][C:5]([CH3:8])([CH3:7])[CH3:6].[NH4+].[Cl-], predict the reaction product. The product is: [NH2:16][C:13]1[CH:12]=[CH:11][C:10]([N:2]([CH3:1])[C:3](=[O:9])[O:4][C:5]([CH3:6])([CH3:7])[CH3:8])=[CH:15][CH:14]=1. (2) Given the reactants C[O:2][C:3]([C:5]1([O:8][C:9]2[CH:14]=[CH:13][C:12]([O:15][CH:16]([C:23]3[N:24]([C:34]4[CH:39]=[CH:38][C:37]([Cl:40])=[CH:36][CH:35]=4)[N:25]=[C:26]4[C:31]=3[CH:30]=[C:29]([F:32])[C:28]([F:33])=[CH:27]4)[CH:17]3[CH2:22][CH2:21][CH2:20][CH2:19][CH2:18]3)=[CH:11][CH:10]=2)[CH2:7][CH2:6]1)=[O:4].[OH-].[Li+], predict the reaction product. The product is: [Cl:40][C:37]1[CH:38]=[CH:39][C:34]([N:24]2[C:23]([CH:16]([CH:17]3[CH2:22][CH2:21][CH2:20][CH2:19][CH2:18]3)[O:15][C:12]3[CH:13]=[CH:14][C:9]([O:8][C:5]4([C:3]([OH:4])=[O:2])[CH2:7][CH2:6]4)=[CH:10][CH:11]=3)=[C:31]3[C:26]([CH:27]=[C:28]([F:33])[C:29]([F:32])=[CH:30]3)=[N:25]2)=[CH:35][CH:36]=1. (3) Given the reactants [Cl:1][C:2]1[CH:24]=[CH:23][C:5]([CH:6]=[C:7]2[CH2:12][CH2:11][N:10]([S:13]([C:16]3[C:17]([CH3:22])=[N:18][NH:19][C:20]=3[CH3:21])(=[O:15])=[O:14])[CH2:9][CH2:8]2)=[C:4]([F:25])[CH:3]=1.[CH3:26]N1C(C)=C(S(Cl)(=O)=O)C(C)=N1, predict the reaction product. The product is: [Cl:1][C:2]1[CH:24]=[CH:23][C:5]([CH:6]=[C:7]2[CH2:12][CH2:11][N:10]([S:13]([C:16]3[C:20]([CH3:21])=[N:19][N:18]([CH3:26])[C:17]=3[CH3:22])(=[O:14])=[O:15])[CH2:9][CH2:8]2)=[C:4]([F:25])[CH:3]=1. (4) Given the reactants [OH:1][B:2]1[C:6]2[CH:7]=[C:8]([O:11][C:12]3[CH:17]=[CH:16][CH:15]=[C:14]([OH:18])[CH:13]=3)[CH:9]=[CH:10][C:5]=2[CH:4]([CH2:19][CH2:20][C:21]([O:23]CC)=[O:22])[O:3]1.[H-].[Na+].Br[CH2:29][CH2:30][CH2:31][NH:32]C(=O)OC(C)(C)C.[OH-].[Na+].Cl, predict the reaction product. The product is: [NH2:32][CH2:31][CH2:30][CH2:29][O:18][C:14]1[CH:13]=[C:12]([CH:17]=[CH:16][CH:15]=1)[O:11][C:8]1[CH:9]=[CH:10][C:5]2[CH:4]([CH2:19][CH2:20][C:21]([OH:23])=[O:22])[O:3][B:2]([OH:1])[C:6]=2[CH:7]=1.